This data is from Full USPTO retrosynthesis dataset with 1.9M reactions from patents (1976-2016). The task is: Predict the reactants needed to synthesize the given product. Given the product [Br:18][CH2:16][CH:15]1[CH2:14][CH2:13][CH:12]([CH2:11][CH2:10][C:4]2[CH:5]=[C:6]([F:9])[CH:7]=[CH:8][C:3]=2[O:2][CH3:1])[O:17]1, predict the reactants needed to synthesize it. The reactants are: [CH3:1][O:2][C:3]1[CH:8]=[CH:7][C:6]([F:9])=[CH:5][C:4]=1[CH2:10][CH2:11][CH:12]([OH:17])[CH2:13][CH:14]=[CH:15][CH3:16].[Br:18]N1C(=O)CCC1=O.